From a dataset of Forward reaction prediction with 1.9M reactions from USPTO patents (1976-2016). Predict the product of the given reaction. (1) Given the reactants [Cl:1][C:2]1[CH:3]=[C:4]([C@@H:8]([OH:36])[CH2:9][N:10]([CH2:18][CH2:19][C:20]2[CH:25]=[CH:24][C:23]([S:26]([C:29]3[CH:34]=[CH:33][C:32]([OH:35])=[CH:31][CH:30]=3)(=[O:28])=[O:27])=[CH:22][CH:21]=2)[C:11](=[O:17])[O:12][C:13]([CH3:16])([CH3:15])[CH3:14])[CH:5]=[CH:6][CH:7]=1.[H-].[Na+].Br[C:40]([F:47])([F:46])C(OCC)=O.O, predict the reaction product. The product is: [Cl:1][C:2]1[CH:3]=[C:4]([C@@H:8]([OH:36])[CH2:9][N:10]([CH2:18][CH2:19][C:20]2[CH:25]=[CH:24][C:23]([S:26]([C:29]3[CH:34]=[CH:33][C:32]([O:35][CH:40]([F:47])[F:46])=[CH:31][CH:30]=3)(=[O:28])=[O:27])=[CH:22][CH:21]=2)[C:11](=[O:17])[O:12][C:13]([CH3:15])([CH3:16])[CH3:14])[CH:5]=[CH:6][CH:7]=1. (2) Given the reactants [NH3:1].[Br:2][C:3]1[N:4]=[C:5](Br)[C:6]2[N:7]([N:9]=[C:10]([C:12]3[O:13][CH:14]=[CH:15][CH:16]=3)[N:11]=2)[CH:8]=1, predict the reaction product. The product is: [Br:2][C:3]1[N:4]=[C:5]([NH2:1])[C:6]2[N:7]([N:9]=[C:10]([C:12]3[O:13][CH:14]=[CH:15][CH:16]=3)[N:11]=2)[CH:8]=1. (3) Given the reactants [C:1]([C:3]1[CH:8]=[CH:7][C:6]([N:9]2[C:13]([C:14]3[CH:19]=[CH:18][C:17]([CH3:20])=[CH:16][CH:15]=3)=[CH:12][C:11]([NH:21][C:22](=[O:28])[O:23][C:24]([CH3:27])([CH3:26])[CH3:25])=[N:10]2)=[CH:5][CH:4]=1)#[N:2].CC1C=CC(S(O[CH2:40][CH:41]2[CH2:46][CH2:45][N:44]([C:47]([O:49][C:50]([CH3:53])([CH3:52])[CH3:51])=[O:48])[CH2:43][CH2:42]2)(=O)=O)=CC=1.C([O-])([O-])=O.[Cs+].[Cs+], predict the reaction product. The product is: [C:1]([C:3]1[CH:4]=[CH:5][C:6]([N:9]2[C:13]([C:14]3[CH:19]=[CH:18][C:17]([CH3:20])=[CH:16][CH:15]=3)=[CH:12][C:11]([N:21]([CH2:40][CH:41]3[CH2:46][CH2:45][N:44]([C:47]([O:49][C:50]([CH3:51])([CH3:53])[CH3:52])=[O:48])[CH2:43][CH2:42]3)[C:22]([O:23][C:24]([CH3:25])([CH3:27])[CH3:26])=[O:28])=[N:10]2)=[CH:7][CH:8]=1)#[N:2]. (4) Given the reactants [C:1]12([C:7]3[C:8]([O:12][C:13]4[N:18]=[CH:17][C:16]([NH2:19])=[CH:15][CH:14]=4)=[CH:9][CH:10]=[CH:11][C:6]=3[O:5][CH2:4]1)[CH2:3][CH2:2]2.[CH3:20][C:21]([O:24][C:25]([NH:27][C@@:28]([C:32](O)=[O:33])([CH3:31])[CH2:29][CH3:30])=[O:26])([CH3:23])[CH3:22].CCN(C(C)C)C(C)C.CN(C(ON1N=NC2C=CC=NC1=2)=[N+](C)C)C.F[P-](F)(F)(F)(F)F.C([O-])(O)=O.[Na+], predict the reaction product. The product is: [CH3:31][C@:28]([NH:27][C:25](=[O:26])[O:24][C:21]([CH3:23])([CH3:22])[CH3:20])([C:32]([NH:19][C:16]1[CH:17]=[N:18][C:13]([O:12][C:8]2[C:7]3[C:1]4([CH2:4][O:5][C:6]=3[CH:11]=[CH:10][CH:9]=2)[CH2:3][CH2:2]4)=[CH:14][CH:15]=1)=[O:33])[CH2:29][CH3:30]. (5) Given the reactants [Cl:1][C:2]1[CH:7]=[CH:6][CH:5]=[CH:4][C:3]=1[N:8]1[C:12]([C:13]([OH:15])=O)=[CH:11][C:10]([C:16]([O:18][CH3:19])=[O:17])=[N:9]1.[CH3:20][S:21]([C:24]1[CH:25]=[C:26]([CH:31]=[CH:32][CH:33]=1)[C:27]([NH:29][NH2:30])=O)(=[O:23])=[O:22].[Cl-].[NH2+]1CCN=C1.C(N(CC)CC)C, predict the reaction product. The product is: [Cl:1][C:2]1[CH:7]=[CH:6][CH:5]=[CH:4][C:3]=1[N:8]1[C:12]([C:13]2[O:15][C:27]([C:26]3[CH:31]=[CH:32][CH:33]=[C:24]([S:21]([CH3:20])(=[O:23])=[O:22])[CH:25]=3)=[N:29][N:30]=2)=[CH:11][C:10]([C:16]([O:18][CH3:19])=[O:17])=[N:9]1.